From a dataset of Full USPTO retrosynthesis dataset with 1.9M reactions from patents (1976-2016). Predict the reactants needed to synthesize the given product. (1) Given the product [F:1][C:2]([F:19])([F:20])[O:3][C:4]1[CH:18]=[CH:17][C:7]([O:8][C:9]2[CH:16]=[CH:15][C:12]([CH2:13][NH2:14])=[CH:11][CH:10]=2)=[CH:6][CH:5]=1, predict the reactants needed to synthesize it. The reactants are: [F:1][C:2]([F:20])([F:19])[O:3][C:4]1[CH:18]=[CH:17][C:7]([O:8][C:9]2[CH:16]=[CH:15][C:12]([C:13]#[N:14])=[CH:11][CH:10]=2)=[CH:6][CH:5]=1.C1COCC1.[H-].[Al+3].[Li+].[H-].[H-].[H-].[OH-].[Na+]. (2) The reactants are: [C:1](=[S:3])=[S:2].[NH2:4][C:5]1[CH:6]=[C:7]([C:11]([F:14])([F:13])[F:12])[CH:8]=[CH:9][CH:10]=1.[OH-].[Na+].[CH3:17]I. Given the product [CH3:17][S:2][C:1](=[S:3])[NH:4][C:5]1[CH:10]=[CH:9][CH:8]=[C:7]([C:11]([F:12])([F:13])[F:14])[CH:6]=1, predict the reactants needed to synthesize it. (3) Given the product [CH:1]1([C:5]([O:11][S:16]([C:15]([F:28])([F:27])[F:14])(=[O:18])=[O:17])=[CH:6][C:7]([O:9][CH3:10])=[O:8])[CH2:2][CH2:3][CH2:4]1, predict the reactants needed to synthesize it. The reactants are: [CH:1]1([C:5](=[O:11])[CH2:6][C:7]([O:9][CH3:10])=[O:8])[CH2:4][CH2:3][CH2:2]1.[H-].[Na+].[F:14][C:15]([F:28])([F:27])[S:16](O[S:16]([C:15]([F:28])([F:27])[F:14])(=[O:18])=[O:17])(=[O:18])=[O:17].